From a dataset of Forward reaction prediction with 1.9M reactions from USPTO patents (1976-2016). Predict the product of the given reaction. (1) Given the reactants Br[C:2]1[CH:7]=[CH:6][C:5]([N+:8]([O-:10])=[O:9])=[CH:4][C:3]=1[O:11][CH3:12].[NH:13]1[CH2:18][CH2:17][CH2:16][CH2:15][CH2:14]1, predict the reaction product. The product is: [CH3:12][O:11][C:3]1[CH:4]=[C:5]([N+:8]([O-:10])=[O:9])[CH:6]=[CH:7][C:2]=1[N:13]1[CH2:18][CH2:17][CH2:16][CH2:15][CH2:14]1. (2) Given the reactants [Cl:1][C:2]1[CH:21]=[CH:20][CH:19]=[CH:18][C:3]=1[C:4]([Cl:17])([C:11]1[CH:16]=[CH:15][CH:14]=[CH:13][CH:12]=1)[C:5]1[CH:10]=[CH:9][CH:8]=[CH:7][CH:6]=1.Cl.Cl.Cl.[NH:25]1[CH2:33][CH2:32][NH:31][CH2:30][CH2:29][NH:28][CH2:27][CH2:26]1.C(N(C(C)C)CC)(C)C, predict the reaction product. The product is: [NH:25]1[CH2:33][CH2:32][NH:31][CH2:30][CH2:29][NH:28][CH2:27][CH2:26]1.[Cl:1][C:2]1[CH:21]=[CH:20][CH:19]=[CH:18][C:3]=1[C:4]([Cl:17])([C:11]1[CH:12]=[CH:13][CH:14]=[CH:15][CH:16]=1)[C:5]1[CH:6]=[CH:7][CH:8]=[CH:9][CH:10]=1. (3) Given the reactants [CH2:1]([C:3]1[CH:8]=[CH:7][C:6]([OH:9])=[C:5]([O:10][C:11]2[CH:16]=[CH:15][CH:14]=[CH:13][CH:12]=2)[CH:4]=1)[CH3:2].[CH3:17][O:18][C:19](=[O:39])[CH2:20][CH2:21][C:22]1[CH:27]=[CH:26][C:25]([O:28][CH2:29][CH2:30][C@@H:31](OS(C)(=O)=O)[CH3:32])=[CH:24][C:23]=1[CH3:38].C([O-])([O-])=O.[Cs+].[Cs+].Cl, predict the reaction product. The product is: [CH3:17][O:18][C:19](=[O:39])[CH2:20][CH2:21][C:22]1[CH:27]=[CH:26][C:25]([O:28][CH2:29][CH2:30][C@H:31]([O:9][C:6]2[CH:7]=[CH:8][C:3]([CH2:1][CH3:2])=[CH:4][C:5]=2[O:10][C:11]2[CH:16]=[CH:15][CH:14]=[CH:13][CH:12]=2)[CH3:32])=[CH:24][C:23]=1[CH3:38]. (4) Given the reactants [ClH:1].CO[C:4](=O)[C@H:5]([CH2:7][CH2:8][CH2:9][NH2:10])[NH2:6].Cl.[S-:13][C:14]#[N:15].[K+].C(O)C, predict the reaction product. The product is: [ClH:1].[NH2:10][CH2:9][CH2:8][CH2:7][C:5]1[NH:6][C:14](=[S:13])[NH:15][CH:4]=1. (5) The product is: [O:20]=[C:11]1[CH:10]=[CH:9][CH:14]2[CH:12]1[CH:13]2[C:15]([O:17][CH2:18][CH3:19])=[O:16]. Given the reactants [Si](O[CH:9]1[CH:14]2[CH:12]([CH:13]2[C:15]([O:17][CH2:18][CH3:19])=[O:16])[C:11](=[O:20])[CH2:10]1)(C(C)(C)C)(C)C, predict the reaction product. (6) Given the reactants S(Cl)(Cl)=O.[OH:5][C:6]1[CH:7]=[C:8]([C:12]2[CH:17]=[CH:16][CH:15]=[C:14]([C:18]([OH:20])=[O:19])[CH:13]=2)[CH:9]=[CH:10][CH:11]=1.[CH3:21]O, predict the reaction product. The product is: [OH:5][C:6]1[CH:7]=[C:8]([C:12]2[CH:17]=[CH:16][CH:15]=[C:14]([C:18]([O:20][CH3:21])=[O:19])[CH:13]=2)[CH:9]=[CH:10][CH:11]=1.